This data is from Forward reaction prediction with 1.9M reactions from USPTO patents (1976-2016). The task is: Predict the product of the given reaction. Given the reactants [F:1][C:2]1[CH:3]=[C:4]([CH:8]2[CH2:12][C@@H:11](O)[CH2:10][N:9]2[C:14]([O:16][C:17]([CH3:20])([CH3:19])[CH3:18])=[O:15])[CH:5]=[CH:6][CH:7]=1.CCN(S(F)(F)[F:27])CC.C([O-])(O)=O.[Na+], predict the reaction product. The product is: [F:27][C@@H:11]1[CH2:10][N:9]([C:14]([O:16][C:17]([CH3:20])([CH3:19])[CH3:18])=[O:15])[C@@H:8]([C:4]2[CH:5]=[CH:6][CH:7]=[C:2]([F:1])[CH:3]=2)[CH2:12]1.[F:27][C@@H:11]1[CH2:10][N:9]([C:14]([O:16][C:17]([CH3:20])([CH3:19])[CH3:18])=[O:15])[C@H:8]([C:4]2[CH:5]=[CH:6][CH:7]=[C:2]([F:1])[CH:3]=2)[CH2:12]1.